The task is: Regression. Given a peptide amino acid sequence and an MHC pseudo amino acid sequence, predict their binding affinity value. This is MHC class II binding data.. This data is from Peptide-MHC class II binding affinity with 134,281 pairs from IEDB. (1) The peptide sequence is HWFSRENSYSGVEGEGL. The MHC is DRB1_1101 with pseudo-sequence DRB1_1101. The binding affinity (normalized) is 0.139. (2) The peptide sequence is YDEPMTPGQCNMVVE. The MHC is HLA-DQA10201-DQB10202 with pseudo-sequence HLA-DQA10201-DQB10202. The binding affinity (normalized) is 0.125. (3) The peptide sequence is PEGLLWLLLTGKVPT. The MHC is DRB1_0301 with pseudo-sequence DRB1_0301. The binding affinity (normalized) is 0.0782. (4) The peptide sequence is EHELYVAVLSNALHR. The MHC is DRB1_1602 with pseudo-sequence DRB1_1602. The binding affinity (normalized) is 0.665. (5) The peptide sequence is KEGIVWVATEGALNT. The MHC is DRB5_0101 with pseudo-sequence DRB5_0101. The binding affinity (normalized) is 0.446. (6) The MHC is DRB1_0301 with pseudo-sequence DRB1_0301. The binding affinity (normalized) is 0.184. The peptide sequence is KGNKTCGFVDERGLY. (7) The peptide sequence is RIDTPDKLTGPFTVR. The MHC is HLA-DQA10102-DQB10602 with pseudo-sequence HLA-DQA10102-DQB10602. The binding affinity (normalized) is 0. (8) The peptide sequence is KMIGGIGGFIKVRQYDQILI. The MHC is DRB1_0802 with pseudo-sequence DRB1_0802. The binding affinity (normalized) is 0.401.